Dataset: CYP2C19 inhibition data for predicting drug metabolism from PubChem BioAssay. Task: Regression/Classification. Given a drug SMILES string, predict its absorption, distribution, metabolism, or excretion properties. Task type varies by dataset: regression for continuous measurements (e.g., permeability, clearance, half-life) or binary classification for categorical outcomes (e.g., BBB penetration, CYP inhibition). Dataset: cyp2c19_veith. (1) The molecule is COc1ccc(COC(=O)N/N=C2/C[C@@H](O)[C@@H](O)[C@@H]3[C@@H]4C(=O)N(Cc5ccccc5)C(=O)[C@H]4CC[C@@H]23)cc1. The result is 0 (non-inhibitor). (2) The molecule is COc1ccc(-n2c(=O)c(-c3ccc(F)cc3)nc3cnc(N4CCNCC4)nc32)cc1. The result is 0 (non-inhibitor). (3) The molecule is CCNC(=S)NNC(=O)c1cc(C2CC2)nc2ccccc12. The result is 1 (inhibitor). (4) The drug is COc1ccc(CNC(C)(C)C)cc1Cl.Cl. The result is 0 (non-inhibitor). (5) The drug is CCc1nc(SCC(=O)NCCc2ccccc2)c2oc3ccccc3c2n1. The result is 1 (inhibitor). (6) The compound is CC(C)Cn1c(=O)n(C)c(=O)c2[nH]cnc21. The result is 0 (non-inhibitor).